The task is: Predict the reaction yield, written as a fraction of the theoretical maximum amount of product (1.0 means a 100% yield; for example, 0.34 means a 34% yield).. This data is from Reaction yield outcomes from USPTO patents with 853,638 reactions. (1) The reactants are [Cl:1][C:2]1[CH:7]=[CH:6][C:5]([C:8]2[C:16]3[C:11](=[CH:12][CH:13]=[C:14]([C:17]#[N:18])[CH:15]=3)[N:10](C3CCCCO3)[N:9]=2)=[CH:4][CH:3]=1.[N:25]([Sn](CCCC)(CCCC)CCCC)=[N+:26]=[N-:27].O1CCOCC1.Cl. The catalyst is C1(C)C=CC=CC=1. The product is [Cl:1][C:2]1[CH:3]=[CH:4][C:5]([C:8]2[C:16]3[C:11](=[CH:12][CH:13]=[C:14]([C:17]4[N:18]=[N:25][NH:26][N:27]=4)[CH:15]=3)[NH:10][N:9]=2)=[CH:6][CH:7]=1. The yield is 0.350. (2) The catalyst is CO. The product is [C:1]([N:4]1[CH2:9][CH2:8][N:7]([C:10]2[CH:17]=[CH:16][C:13](/[CH:14]=[CH:31]/[C:24]3[C:25]4[C:30](=[CH:29][CH:28]=[CH:27][CH:26]=4)[NH:22][N:23]=3)=[CH:12][C:11]=2[N+:18]([O-:20])=[O:19])[CH2:6][CH2:5]1)(=[O:3])[CH3:2]. The yield is 0.770. The reactants are [C:1]([N:4]1[CH2:9][CH2:8][N:7]([C:10]2[CH:17]=[CH:16][C:13]([CH:14]=O)=[CH:12][C:11]=2[N+:18]([O-:20])=[O:19])[CH2:6][CH2:5]1)(=[O:3])[CH3:2].[I-].[NH:22]1[C:30]2[C:25](=[CH:26][CH:27]=[CH:28][CH:29]=2)[C:24]([CH2:31][P+](C2C=CC=CC=2)(C2C=CC=CC=2)C2C=CC=CC=2)=[N:23]1.C(=O)([O-])[O-].[K+].[K+]. (3) The reactants are [C:1]([O:5][C:6]([N:8]([CH3:18])[C@@H:9]([C:14]([CH3:17])([CH3:16])[CH3:15])[C:10]([O:12]C)=[O:11])=[O:7])([CH3:4])([CH3:3])[CH3:2].[Li+].[OH-]. The catalyst is C1COCC1.CO.O. The product is [C:1]([O:5][C:6]([N:8]([CH3:18])[C@@H:9]([C:14]([CH3:17])([CH3:16])[CH3:15])[C:10]([OH:12])=[O:11])=[O:7])([CH3:4])([CH3:3])[CH3:2]. The yield is 0.780. (4) The reactants are [CH:1]([C:3]1[CH:13]=[CH:12][C:6]([C:7]([O:9][CH2:10][CH3:11])=[O:8])=[C:5]([CH3:14])[CH:4]=1)=O.[C:15](=O)([O-])[O-].[K+].[K+]. The catalyst is O1CCOCC1.[Br-].C[P+](C1C=CC=CC=1)(C1C=CC=CC=1)C1C=CC=CC=1. The product is [CH3:14][C:5]1[CH:4]=[C:3]([CH:1]=[CH2:15])[CH:13]=[CH:12][C:6]=1[C:7]([O:9][CH2:10][CH3:11])=[O:8]. The yield is 0.720. (5) The reactants are [C:1]([OH:9])(=O)[C:2]1[CH:7]=[CH:6][CH:5]=[N:4][CH:3]=1.C(Cl)(=O)C(Cl)=O.[NH2:16][CH2:17][CH2:18][NH:19][C:20](=[O:26])[O:21][C:22]([CH3:25])([CH3:24])[CH3:23].CCN(CC)CC. The catalyst is C(Cl)Cl.CN(C=O)C. The product is [C:1]([NH:16][CH2:17][CH2:18][NH:19][C:20](=[O:26])[O:21][C:22]([CH3:24])([CH3:23])[CH3:25])(=[O:9])[C:2]1[CH:7]=[CH:6][CH:5]=[N:4][CH:3]=1. The yield is 0.740. (6) The reactants are [S:1](Cl)([C:4]1[CH:10]=[CH:9][C:7]([CH3:8])=[CH:6][CH:5]=1)(=[O:3])=[O:2].[CH:12]([OH:17])=[CH:13][CH:14]([CH3:16])[CH3:15].CCCCC.C(OCC)(=O)C.CCCCCC. The catalyst is CN(C1C=CN=CC=1)C.ClCCl. The product is [S:1]([C:4]1[CH:10]=[CH:9][C:7]([CH3:8])=[CH:6][CH:5]=1)([O:17][CH2:12][CH2:13][C:14]([CH3:16])=[CH2:15])(=[O:3])=[O:2]. The yield is 0.850.